Dataset: Forward reaction prediction with 1.9M reactions from USPTO patents (1976-2016). Task: Predict the product of the given reaction. (1) The product is: [Br:1][C:2]1[N:7]=[C:6]([CH2:8][N:16]2[CH2:17][CH2:18][O:19][CH2:20][C@@H:15]2[CH3:14])[CH:5]=[CH:4][CH:3]=1. Given the reactants [Br:1][C:2]1[N:7]=[C:6]([CH:8]=O)[CH:5]=[CH:4][CH:3]=1.ClC(Cl)C.[CH3:14][C@H:15]1[CH2:20][O:19][CH2:18][CH2:17][NH:16]1.C(N(CC)CC)C.C(O[BH-](OC(=O)C)OC(=O)C)(=O)C.[Na+], predict the reaction product. (2) Given the reactants Cl.[C:2]1([C@@H:8]2[CH2:10][C@H:9]2[NH2:11])[CH:7]=[CH:6][CH:5]=[CH:4][CH:3]=1.[CH3:12][C:13]([CH3:15])=O.C([BH3-])#N.[Na+], predict the reaction product. The product is: [CH:13]([NH:11][C@@H:9]1[CH2:10][C@H:8]1[C:2]1[CH:7]=[CH:6][CH:5]=[CH:4][CH:3]=1)([CH3:15])[CH3:12]. (3) Given the reactants [CH3:1][C:2]1([CH3:23])[O:6][CH:5]([CH2:7][NH:8][C:9]2[CH:18]=[C:17]3[C:12]([CH:13]=[C:14]([C:20]([OH:22])=O)[C:15](=[O:19])[NH:16]3)=[CH:11][N:10]=2)[CH2:4][O:3]1.[NH2:24][C:25]1[CH:26]=[C:27]([CH:32]=[CH:33][CH:34]=1)[C:28]([O:30][CH3:31])=[O:29].CN(C(ON1N=NC2C=CC=NC1=2)=[N+](C)C)C.F[P-](F)(F)(F)(F)F.CCN(C(C)C)C(C)C, predict the reaction product. The product is: [CH3:31][O:30][C:28](=[O:29])[C:27]1[CH:32]=[CH:33][CH:34]=[C:25]([NH:24][C:20]([C:14]2[C:15](=[O:19])[NH:16][C:17]3[C:12]([CH:13]=2)=[CH:11][N:10]=[C:9]([NH:8][CH2:7][CH:5]2[CH2:4][O:3][C:2]([CH3:1])([CH3:23])[O:6]2)[CH:18]=3)=[O:22])[CH:26]=1. (4) Given the reactants [C:1]([O:5][C:6]([CH2:8][C:9]1[CH:17]=[CH:16][C:12]([C:13]([OH:15])=O)=[CH:11][CH:10]=1)=[O:7])([CH3:4])([CH3:3])[CH3:2].C1C=CC2N(O)N=NC=2C=1.CCN(C(C)C)C(C)C.CCN=C=NCCCN(C)C.Cl.[N:49]1([C:54]([O:56][CH2:57][C:58]2[CH:63]=[CH:62][CH:61]=[CH:60][CH:59]=2)=[O:55])[CH2:53][CH2:52][CH2:51][NH:50]1, predict the reaction product. The product is: [C:1]([O:5][C:6]([CH2:8][C:9]1[CH:10]=[CH:11][C:12]([C:13]([N:50]2[CH2:51][CH2:52][CH2:53][N:49]2[C:54]([O:56][CH2:57][C:58]2[CH:63]=[CH:62][CH:61]=[CH:60][CH:59]=2)=[O:55])=[O:15])=[CH:16][CH:17]=1)=[O:7])([CH3:2])([CH3:3])[CH3:4]. (5) Given the reactants Br[C:2]1[N:6]2[N:7]=[C:8]([O:11][CH3:12])[CH:9]=[CH:10][C:5]2=[N:4][C:3]=1[C:13]1[CH:14]=[CH:15][C:16]([CH3:26])=[C:17]([NH:19][C:20](=[O:25])[C:21]([CH3:24])([CH3:23])[CH3:22])[CH:18]=1.[CH3:27]B(O)O.P([O-])([O-])([O-])=O.[K+].[K+].[K+].C1(P(C2CCCCC2)C2C=CC=CC=2C2C(OC)=CC=CC=2OC)CCCCC1, predict the reaction product. The product is: [CH3:12][O:11][C:8]1[CH:9]=[CH:10][C:5]2[N:6]([C:2]([CH3:27])=[C:3]([C:13]3[CH:14]=[CH:15][C:16]([CH3:26])=[C:17]([NH:19][C:20](=[O:25])[C:21]([CH3:24])([CH3:23])[CH3:22])[CH:18]=3)[N:4]=2)[N:7]=1. (6) Given the reactants C[N:2](C)/[CH:3]=[CH:4]/[C:5]([C:7]1[C:12](=[O:13])[CH:11]=[CH:10][N:9]([C:14]2[CH:19]=[CH:18][CH:17]=[C:16]([O:20][CH3:21])[CH:15]=2)[N:8]=1)=O.[F:23][C:24]1[CH:25]=[C:26]2[C:31](=[CH:32][CH:33]=1)[N:30]=[CH:29][CH:28]=[C:27]2[NH:34]N, predict the reaction product. The product is: [F:23][C:24]1[CH:25]=[C:26]2[C:31](=[CH:32][CH:33]=1)[N:30]=[CH:29][CH:28]=[C:27]2[N:34]1[C:5]([C:7]2[C:12](=[O:13])[CH:11]=[CH:10][N:9]([C:14]3[CH:19]=[CH:18][CH:17]=[C:16]([O:20][CH3:21])[CH:15]=3)[N:8]=2)=[CH:4][CH:3]=[N:2]1. (7) The product is: [O:42]1[CH2:43][CH2:44][CH2:45][O:46][C:47]2[C:37]([CH2:36][O:34][C@@H:10]3[CH2:9][NH:8][CH2:12][C@H:11]3[CH2:13][N:14]([CH:31]([CH3:32])[CH3:33])[C:15](=[O:30])[C:16]3[CH:21]=[CH:20][C:19]([O:22][CH3:23])=[C:18]([O:24][CH2:25][CH2:26][CH2:27][O:28][CH3:29])[CH:17]=3)=[CH:38][CH:39]=[CH:40][C:41]1=2. Given the reactants C(OC([N:8]1[CH2:12][C@@H:11]([CH2:13][N:14]([CH:31]([CH3:33])[CH3:32])[C:15](=[O:30])[C:16]2[CH:21]=[CH:20][C:19]([O:22][CH3:23])=[C:18]([O:24][CH2:25][CH2:26][CH2:27][O:28][CH3:29])[CH:17]=2)[C@H:10]([OH:34])[CH2:9]1)=O)(C)(C)C.Br[CH2:36][C:37]1[C:47]2[O:46][CH2:45][CH2:44][CH2:43][O:42][C:41]=2[CH:40]=[CH:39][CH:38]=1.CC#N.O.CC#N, predict the reaction product.